Predict which catalyst facilitates the given reaction. From a dataset of Catalyst prediction with 721,799 reactions and 888 catalyst types from USPTO. (1) Reactant: [N:1]([CH2:4][C@@H:5]([C:14]1[CH:15]=[CH:16][C:17]([O:25]CC2C=CC=CC=2)=[C:18]([NH:20][S:21]([CH3:24])(=[O:23])=[O:22])[CH:19]=1)[O:6][Si:7]([CH2:12][CH3:13])([CH2:10][CH3:11])[CH2:8][CH3:9])=[N+]=[N-].C(Cl)Cl. Product: [NH2:1][CH2:4][C@@H:5]([C:14]1[CH:15]=[CH:16][C:17]([OH:25])=[C:18]([NH:20][S:21]([CH3:24])(=[O:22])=[O:23])[CH:19]=1)[O:6][Si:7]([CH2:10][CH3:11])([CH2:8][CH3:9])[CH2:12][CH3:13]. The catalyst class is: 129. (2) Reactant: [NH2:1][C:2]1[CH:10]=[CH:9][C:8]([Br:11])=[CH:7][C:3]=1[C:4]([NH2:6])=[O:5].[Si:12]([O:19][CH2:20][CH2:21][O:22][C:23]1[CH:30]=[CH:29][C:26]([CH:27]=O)=[CH:25][C:24]=1[CH3:31])([C:15]([CH3:18])([CH3:17])[CH3:16])([CH3:14])[CH3:13].OS([O-])=O.[Na+].[CH3:37]C1C=CC(S(O)(=O)=O)=CC=1.O. Product: [Br:11][C:8]1[CH:7]=[C:3]2[C:2](=[CH:10][CH:9]=1)[N:1]=[C:27]([C:26]1[CH:25]=[C:24]([CH3:31])[C:23]([O:22][CH2:21][CH2:20][OH:19])=[C:30]([CH3:37])[CH:29]=1)[NH:6][C:4]2=[O:5].[Br:11][C:8]1[CH:7]=[C:3]2[C:2](=[CH:10][CH:9]=1)[N:1]=[C:27]([C:26]1[CH:29]=[C:30]([CH3:37])[C:23]([O:22][CH2:21][CH2:20][O:19][Si:12]([C:15]([CH3:18])([CH3:17])[CH3:16])([CH3:14])[CH3:13])=[C:24]([CH3:31])[CH:25]=1)[NH:6][C:4]2=[O:5]. The catalyst class is: 287. (3) The catalyst class is: 3. Reactant: [CH3:1][C:2]1([CH3:16])[C:6]([CH3:8])([CH3:7])[O:5][B:4]([C:9]2[CH:14]=[CH:13][CH:12]=[CH:11][C:10]=2[OH:15])[O:3]1.C(=O)([O-])[O-].[K+].[K+].F[C:24]1[CH:29]=[CH:28][C:27]([N+:30]([O-:32])=[O:31])=[CH:26][CH:25]=1. Product: [CH3:8][C:6]1([CH3:7])[C:2]([CH3:16])([CH3:1])[O:3][B:4]([C:9]2[CH:14]=[CH:13][CH:12]=[CH:11][C:10]=2[O:15][C:24]2[CH:29]=[CH:28][C:27]([N+:30]([O-:32])=[O:31])=[CH:26][CH:25]=2)[O:5]1. (4) Reactant: [CH3:1][CH:2]([C:8](=[O:15])[CH2:9][C:10]([O:12][CH2:13][CH3:14])=[O:11])[C:3]([O:5]CC)=O.[CH:16](OCC)(OCC)OCC.C(OC(=O)C)(=O)C.[CH2:33]([O:40][NH2:41])[C:34]1[CH:39]=[CH:38][CH:37]=[CH:36][CH:35]=1.C(N(CC)CC)C.C1CCN2C(=NCCC2)CC1.Cl. Product: [CH2:33]([O:40][N:41]1[C:3](=[O:5])[C:2]([CH3:1])=[C:8]([OH:15])[C:9]([C:10]([O:12][CH2:13][CH3:14])=[O:11])=[CH:16]1)[C:34]1[CH:39]=[CH:38][CH:37]=[CH:36][CH:35]=1. The catalyst class is: 6. (5) Reactant: Br[C:2]1[S:6][C:5]([C:7]2[N:11]=[CH:10][N:9]([CH3:12])[N:8]=2)=[CH:4][CH:3]=1.[C:13]([O:17][C:18]([N:20]1[CH2:25][CH:24]=[C:23](B2OC(C)(C)C(C)(C)O2)[CH2:22][CH2:21]1)=[O:19])([CH3:16])([CH3:15])[CH3:14].ClCCl.C([O-])([O-])=O.[Na+].[Na+].[O-]S([O-])(=O)=O.[Mg+2]. Product: [C:13]([O:17][C:18]([N:20]1[CH2:21][CH:22]=[C:23]([C:2]2[S:6][C:5]([C:7]3[N:11]=[CH:10][N:9]([CH3:12])[N:8]=3)=[CH:4][CH:3]=2)[CH2:24][CH2:25]1)=[O:19])([CH3:16])([CH3:14])[CH3:15]. The catalyst class is: 12. (6) Reactant: [CH2:1]([C:3]1([CH3:12])[NH:7][C:6](=S)[C:5]([CH2:10][CH3:11])([CH3:9])[NH:4]1)[CH3:2].[OH-].[Na+].OO.[OH:17]S([O-])=O.[Na+]. Product: [CH2:1]([C:3]1([CH3:12])[NH:7][C:6](=[O:17])[C:5]([CH2:10][CH3:11])([CH3:9])[NH:4]1)[CH3:2]. The catalyst class is: 6. (7) Reactant: [NH2:1][C:2]1[C:11]2[N:12]=[C:13]([CH2:20][CH2:21][O:22][CH3:23])[N:14]([CH2:15][C:16]([CH3:19])([OH:18])[CH3:17])[C:10]=2[C:9]2[CH:8]=[CH:7][C:6]([O:24][CH2:25][C:26]3[CH:31]=[CH:30][CH:29]=[C:28]([NH2:32])[CH:27]=3)=[CH:5][C:4]=2[N:3]=1.C(N(CC)CC)C.ClCCl.[CH3:43][S:44](O[S:44]([CH3:43])(=[O:46])=[O:45])(=[O:46])=[O:45]. Product: [NH2:1][C:2]1[C:11]2[N:12]=[C:13]([CH2:20][CH2:21][O:22][CH3:23])[N:14]([CH2:15][C:16]([OH:18])([CH3:17])[CH3:19])[C:10]=2[C:9]2[CH:8]=[CH:7][C:6]([O:24][CH2:25][C:26]3[CH:27]=[C:28]([NH:32][S:44]([CH3:43])(=[O:46])=[O:45])[CH:29]=[CH:30][CH:31]=3)=[CH:5][C:4]=2[N:3]=1. The catalyst class is: 10.